The task is: Predict which catalyst facilitates the given reaction.. This data is from Catalyst prediction with 721,799 reactions and 888 catalyst types from USPTO. (1) Product: [ClH:39].[NH2:7][C@H:8]1[CH2:12][CH2:11][N:10]([C:13]2[CH:18]=[CH:17][C:16]([C:19]([NH2:20])=[O:21])=[C:15]([NH:22][C:23]3[CH:24]=[CH:25][C:26]([C:29]([N:31]4[CH2:36][CH2:35][N:34]([CH3:37])[CH2:33][CH2:32]4)=[O:30])=[CH:27][CH:28]=3)[N:14]=2)[CH2:9]1. Reactant: C(OC(=O)[NH:7][C@H:8]1[CH2:12][CH2:11][N:10]([C:13]2[CH:18]=[CH:17][C:16]([C:19](=[O:21])[NH2:20])=[C:15]([NH:22][C:23]3[CH:28]=[CH:27][C:26]([C:29]([N:31]4[CH2:36][CH2:35][N:34]([CH3:37])[CH2:33][CH2:32]4)=[O:30])=[CH:25][CH:24]=3)[N:14]=2)[CH2:9]1)(C)(C)C.[ClH:39]. The catalyst class is: 5. (2) Reactant: Cl.[CH2:2]([O:9][C:10](=[O:18])[CH:11]([NH2:17])[C:12](=[O:16])[C:13]([CH3:15])=[CH2:14])[C:3]1[CH:8]=[CH:7][CH:6]=[CH:5][CH:4]=1.[F:19][C:20]1[CH:28]=[CH:27][C:23]([C:24](Cl)=[O:25])=[CH:22][CH:21]=1. The catalyst class is: 91. Product: [CH2:2]([O:9][C:10](=[O:18])[CH:11]([NH:17][C:24](=[O:25])[C:23]1[CH:27]=[CH:28][C:20]([F:19])=[CH:21][CH:22]=1)[C:12](=[O:16])[C:13]([CH3:15])=[CH2:14])[C:3]1[CH:8]=[CH:7][CH:6]=[CH:5][CH:4]=1. (3) Reactant: C(N(CC)CC)C.[C:16](O[C:16]([O:18][C:19]([CH3:22])([CH3:21])[CH3:20])=[O:17])([O:18][C:19]([CH3:22])([CH3:21])[CH3:20])=[O:17].[Br:23][C:24]1[CH:29]=[CH:28][C:27]([CH2:30][CH:31]([NH:43][C:44](=[O:53])[O:45][CH2:46][C:47]2[CH:52]=[CH:51][CH:50]=[CH:49][CH:48]=2)[C:32]2[NH:33][CH:34]=[C:35]([CH2:37][C:38]([CH3:42])([CH3:41])[CH2:39][CH3:40])[N:36]=2)=[CH:26][CH:25]=1. Product: [CH2:46]([O:45][C:44]([NH:43][CH:31]([C:32]1[N:33]([C:16]([O:18][C:19]([CH3:20])([CH3:21])[CH3:22])=[O:17])[CH:34]=[C:35]([CH2:37][C:38]([CH3:41])([CH3:42])[CH2:39][CH3:40])[N:36]=1)[CH2:30][C:27]1[CH:28]=[CH:29][C:24]([Br:23])=[CH:25][CH:26]=1)=[O:53])[C:47]1[CH:48]=[CH:49][CH:50]=[CH:51][CH:52]=1. The catalyst class is: 7. (4) The catalyst class is: 4. Product: [CH2:1]([O:3][C:4]1[N:8]=[C:7]([CH:9]2[CH2:14][CH:13]([C:15]3[CH:20]=[CH:19][C:18]([CH2:21][C:22]([F:25])([F:24])[F:23])=[CH:17][CH:16]=3)[CH2:12][N:11]([C:34]([O:36][C:37]3[CH:38]=[CH:39][C:40]([N+:43]([O-:45])=[O:44])=[CH:41][CH:42]=3)=[O:35])[CH2:10]2)[O:6][N:5]=1)[CH3:2]. Reactant: [CH2:1]([O:3][C:4]1[N:8]=[C:7]([CH:9]2[CH2:14][CH:13]([C:15]3[CH:20]=[CH:19][C:18]([CH2:21][C:22]([F:25])([F:24])[F:23])=[CH:17][CH:16]=3)[CH2:12][NH:11][CH2:10]2)[O:6][N:5]=1)[CH3:2].C(N(CC)CC)C.Cl[C:34]([O:36][C:37]1[CH:42]=[CH:41][C:40]([N+:43]([O-:45])=[O:44])=[CH:39][CH:38]=1)=[O:35]. (5) Reactant: [CH3:1][N:2]1[C:10]2[C:5](=[CH:6][CH:7]=[CH:8][CH:9]=2)[C:4]([C:11]2[N:16]=[C:15]3[C:17]([C:20](O)=[O:21])=[CH:18][NH:19][C:14]3=[N:13][CH:12]=2)=[N:3]1.[C:23]([NH2:27])([CH3:26])([CH3:25])[CH3:24].CN(C(ON1N=NC2C=CC=NC1=2)=[N+](C)C)C.F[P-](F)(F)(F)(F)F. Product: [C:23]([NH:27][C:20]([C:17]1[C:15]2[C:14](=[N:13][CH:12]=[C:11]([C:4]3[C:5]4[C:10](=[CH:9][CH:8]=[CH:7][CH:6]=4)[N:2]([CH3:1])[N:3]=3)[N:16]=2)[NH:19][CH:18]=1)=[O:21])([CH3:26])([CH3:25])[CH3:24]. The catalyst class is: 1.